Dataset: Full USPTO retrosynthesis dataset with 1.9M reactions from patents (1976-2016). Task: Predict the reactants needed to synthesize the given product. (1) Given the product [N+:8]([C:5]1[CH:6]=[CH:7][C:2]([O:16][CH3:15])=[CH:3][C:4]=1[O:11][CH:12]([CH3:14])[CH3:13])([O-:10])=[O:9], predict the reactants needed to synthesize it. The reactants are: F[C:2]1[CH:7]=[CH:6][C:5]([N+:8]([O-:10])=[O:9])=[C:4]([O:11][CH:12]([CH3:14])[CH3:13])[CH:3]=1.[CH3:15][O-:16].[Na+]. (2) Given the product [Br:1][C:2]1[NH:6][N:5]=[C:4]([NH:16][C:17]2[CH:18]=[C:19]([Cl:24])[CH:20]=[C:21]([Cl:23])[CH:22]=2)[N:3]=1, predict the reactants needed to synthesize it. The reactants are: [Br:1][C:2]1[N:3]=[C:4]([NH:16][C:17]2[CH:22]=[C:21]([Cl:23])[CH:20]=[C:19]([Cl:24])[CH:18]=2)[N:5](CC2C=CC(OC)=CC=2)[N:6]=1.C(O)(C(F)(F)F)=O.